Dataset: Full USPTO retrosynthesis dataset with 1.9M reactions from patents (1976-2016). Task: Predict the reactants needed to synthesize the given product. (1) Given the product [Cl:19][C:20]1[C:25]([Cl:26])=[CH:24][CH:23]=[CH:22][C:21]=1[N:27]1[CH2:32][CH2:31][N:30]([CH2:16][CH2:15][CH2:14][CH2:13][O:12][C:8]2[N:9]=[C:10]3[C:5]([CH:4]=[CH:3][C:2](=[O:1])[NH:11]3)=[CH:6][CH:7]=2)[CH2:29][CH2:28]1, predict the reactants needed to synthesize it. The reactants are: [O:1]=[C:2]1[NH:11][C:10]2[N:9]=[C:8]([O:12][CH2:13][CH2:14][CH2:15][CH:16]=O)[CH:7]=[CH:6][C:5]=2[CH:4]=[CH:3]1.Cl.[Cl:19][C:20]1[C:25]([Cl:26])=[CH:24][CH:23]=[CH:22][C:21]=1[N:27]1[CH2:32][CH2:31][NH:30][CH2:29][CH2:28]1.CCN(CC)CC.[BH-](OC(C)=O)(OC(C)=O)OC(C)=O.[Na+]. (2) Given the product [NH2:1][CH:2]([C:3]([OH:5])=[O:4])[CH:8]1[CH2:10][CH:9]1[C:11]([OH:13])=[O:12], predict the reactants needed to synthesize it. The reactants are: [NH2:1][CH:2]([CH:8]1[CH2:10][CH:9]1[C:11]([O:13]C)=[O:12])[C:3]([O:5]CC)=[O:4].[OH-].[Na+].Cl. (3) The reactants are: Cl[C:2]1[N:3]=[C:4]([N:15]2[CH2:20][CH2:19][O:18][CH2:17][CH2:16]2)[C:5]2[CH:10]=[C:9]([C:11]([OH:14])([CH3:13])[CH3:12])[S:8][C:6]=2[N:7]=1.CC1(C)C(C)(C)OB([C:29]2[CH:30]=[CH:31][C:32]([NH2:35])=[N:33][CH:34]=2)O1. Given the product [NH2:35][C:32]1[N:33]=[CH:34][C:29]([C:2]2[N:3]=[C:4]([N:15]3[CH2:20][CH2:19][O:18][CH2:17][CH2:16]3)[C:5]3[CH:10]=[C:9]([C:11]([OH:14])([CH3:13])[CH3:12])[S:8][C:6]=3[N:7]=2)=[CH:30][CH:31]=1, predict the reactants needed to synthesize it. (4) Given the product [CH3:16][C:13]1[O:12][C:11]([C:8]2[N:7]=[C:6]3[C:2]([C:22]4[CH:23]=[CH:24][CH:25]=[C:20]([O:19][C:18]([F:17])([F:29])[F:30])[CH:21]=4)=[CH:3][O:4][C:5]3=[CH:10][CH:9]=2)=[N:15][N:14]=1, predict the reactants needed to synthesize it. The reactants are: Br[C:2]1[C:6]2=[N:7][C:8]([C:11]3[O:12][C:13]([CH3:16])=[N:14][N:15]=3)=[CH:9][CH:10]=[C:5]2[O:4][CH:3]=1.[F:17][C:18]([F:30])([F:29])[O:19][C:20]1[CH:21]=[C:22](B(O)O)[CH:23]=[CH:24][CH:25]=1. (5) The reactants are: [OH:1][C@@H:2]([C@H:4]1[C:33](=[O:34])[N:6]2[C:7]([C:20]([O:22][CH2:23][C:24]3[CH:29]=[CH:28][C:27]([N+:30]([O-:32])=[O:31])=[CH:26][CH:25]=3)=[O:21])=[C:8]([C:10]3[S:14][C:13]4=[C:15]([S:18][CH3:19])[N:16]=[CH:17][N:12]4[CH:11]=3)[CH2:9][C@H:5]12)[CH3:3].[F:35][C:36]([F:43])([F:42])[S:37]([O:40]C)(=[O:39])=[O:38].[CH3:44]CCCCC. Given the product [F:35][C:36]([F:43])([F:42])[S:37]([O-:40])(=[O:39])=[O:38].[OH:1][C@@H:2]([C@H:4]1[C:33](=[O:34])[N:6]2[C:7]([C:20]([O:22][CH2:23][C:24]3[CH:25]=[CH:26][C:27]([N+:30]([O-:32])=[O:31])=[CH:28][CH:29]=3)=[O:21])=[C:8]([C:10]3[S:14][C:13]4=[C:15]([S:18][CH3:19])[N:16]([CH3:44])[CH:17]=[N+:12]4[CH:11]=3)[CH2:9][C@H:5]12)[CH3:3], predict the reactants needed to synthesize it. (6) Given the product [CH2:19]([N:1]1[CH:5]=[CH:4][C:3]([NH2:6])=[N:2]1)[C:20]1[CH:25]=[CH:24][CH:23]=[CH:22][CH:21]=1, predict the reactants needed to synthesize it. The reactants are: [NH:1]1[CH:5]=[CH:4][C:3]([N:6]2C(=O)C3C(=CC=CC=3)C2=O)=[N:2]1.[H-].[Na+].[CH2:19](Br)[C:20]1[CH:25]=[CH:24][CH:23]=[CH:22][CH:21]=1.